This data is from NCI-60 drug combinations with 297,098 pairs across 59 cell lines. The task is: Regression. Given two drug SMILES strings and cell line genomic features, predict the synergy score measuring deviation from expected non-interaction effect. (1) Drug 1: COC1=NC(=NC2=C1N=CN2C3C(C(C(O3)CO)O)O)N. Drug 2: CC1C(C(CC(O1)OC2CC(CC3=C2C(=C4C(=C3O)C(=O)C5=C(C4=O)C(=CC=C5)OC)O)(C(=O)CO)O)N)O.Cl. Cell line: SK-MEL-2. Synergy scores: CSS=35.8, Synergy_ZIP=-1.10, Synergy_Bliss=-2.84, Synergy_Loewe=-41.8, Synergy_HSA=-2.62. (2) Drug 1: C1CC(C1)(C(=O)O)C(=O)O.[NH2-].[NH2-].[Pt+2]. Drug 2: CCCCCOC(=O)NC1=NC(=O)N(C=C1F)C2C(C(C(O2)C)O)O. Cell line: HCC-2998. Synergy scores: CSS=-5.82, Synergy_ZIP=2.24, Synergy_Bliss=1.91, Synergy_Loewe=-12.8, Synergy_HSA=-7.31. (3) Drug 1: CC12CCC(CC1=CCC3C2CCC4(C3CC=C4C5=CN=CC=C5)C)O. Drug 2: CS(=O)(=O)OCCCCOS(=O)(=O)C. Cell line: HOP-92. Synergy scores: CSS=5.84, Synergy_ZIP=-2.72, Synergy_Bliss=-5.12, Synergy_Loewe=-6.80, Synergy_HSA=-5.90. (4) Drug 1: C1CCC(C1)C(CC#N)N2C=C(C=N2)C3=C4C=CNC4=NC=N3. Drug 2: CCCCCOC(=O)NC1=NC(=O)N(C=C1F)C2C(C(C(O2)C)O)O. Cell line: NCI-H322M. Synergy scores: CSS=-4.52, Synergy_ZIP=0.392, Synergy_Bliss=-3.23, Synergy_Loewe=-6.48, Synergy_HSA=-5.85. (5) Drug 1: CC1=CC=C(C=C1)C2=CC(=NN2C3=CC=C(C=C3)S(=O)(=O)N)C(F)(F)F. Drug 2: C1=NC2=C(N=C(N=C2N1C3C(C(C(O3)CO)O)O)F)N. Cell line: RPMI-8226. Synergy scores: CSS=5.47, Synergy_ZIP=0.185, Synergy_Bliss=2.53, Synergy_Loewe=-0.742, Synergy_HSA=-0.330.